Dataset: Peptide-MHC class II binding affinity with 134,281 pairs from IEDB. Task: Regression. Given a peptide amino acid sequence and an MHC pseudo amino acid sequence, predict their binding affinity value. This is MHC class II binding data. (1) The peptide sequence is KVAATAANAAPANDKFTVFE. The MHC is DRB1_0301 with pseudo-sequence DRB1_0301. The binding affinity (normalized) is 0.176. (2) The peptide sequence is CGSYVTKTSGSAASM. The MHC is HLA-DQA10303-DQB10402 with pseudo-sequence HLA-DQA10303-DQB10402. The binding affinity (normalized) is 0.368. (3) The MHC is HLA-DQA10501-DQB10201 with pseudo-sequence HLA-DQA10501-DQB10201. The peptide sequence is EKKYFHATQFEPLAA. The binding affinity (normalized) is 0.372. (4) The peptide sequence is HSLGKWLGHGDKF. The MHC is H-2-IAs with pseudo-sequence H-2-IAs. The binding affinity (normalized) is 0.253.